This data is from Reaction yield outcomes from USPTO patents with 853,638 reactions. The task is: Predict the reaction yield, written as a fraction of the theoretical maximum amount of product (1.0 means a 100% yield; for example, 0.34 means a 34% yield). (1) The reactants are [CH3:1][O:2][C:3]1[N:8]=[CH:7][C:6]([NH:9][C:10]2[N:15]=[CH:14][C:13]([CH:16](O)[CH3:17])=[CH:12][C:11]=2[C:19]2[N:27]=[C:26]([CH3:28])[N:25]=[C:24]3[C:20]=2[N:21]=[CH:22][N:23]3C2CCCCO2)=[CH:5][CH:4]=1.C(N(CC)CC)C.CS(Cl)(=O)=O.[CH3:47][S:48]([N:51]1[CH2:56][CH2:55][NH:54][CH2:53][CH2:52]1)(=[O:50])=[O:49].[OH-].[Na+].Cl.C(O)(C(F)(F)F)=O. The catalyst is C(Cl)Cl. The product is [CH3:1][O:2][C:3]1[N:8]=[CH:7][C:6]([NH:9][C:10]2[C:11]([C:19]3[N:27]=[C:26]([CH3:28])[N:25]=[C:24]4[C:20]=3[N:21]=[CH:22][NH:23]4)=[CH:12][C:13]([CH:16]([N:54]3[CH2:55][CH2:56][N:51]([S:48]([CH3:47])(=[O:50])=[O:49])[CH2:52][CH2:53]3)[CH3:17])=[CH:14][N:15]=2)=[CH:5][CH:4]=1. The yield is 0.240. (2) The reactants are C[O:2][C:3]1[CH:8]=[CH:7][CH:6]=[CH:5][C:4]=1[C:9]1[N:18]=[C:17]([N:19]([CH3:27])[CH2:20][C:21]2[O:22][C:23]([CH3:26])=[N:24][N:25]=2)[C:16]2[C:11](=[CH:12][C:13]([CH3:28])=[CH:14][CH:15]=2)[N:10]=1.[H-].[Na+].COC1C=CC=CC=1C1N=C(NCC2OC(C)=NN=2)C2C(=CC(C)=CC=2)N=1.CI. The catalyst is CN(C=O)C. The product is [CH3:28][C:13]1[CH:12]=[C:11]2[C:16]([C:17]([N:19]([CH3:27])[CH2:20][C:21]3[O:22][C:23]([CH3:26])=[N:24][N:25]=3)=[N:18][C:9]([C:4]3[CH:5]=[CH:6][CH:7]=[CH:8][C:3]=3[OH:2])=[N:10]2)=[CH:15][CH:14]=1. The yield is 0.660. (3) The reactants are [CH3:1][N:2]([CH2:4][C:5]1([C:11]2[CH:16]=[CH:15][C:14]([OH:17])=[CH:13][CH:12]=2)[CH2:10][CH2:9][O:8][CH2:7][CH2:6]1)[CH3:3].Cl[CH2:19][CH2:20][CH2:21][N:22]1[CH2:27][CH2:26][S:25][CH2:24][CH2:23]1.C([O-])([O-])=O.[K+].[K+].C(Cl)Cl.CO.N. The catalyst is CN(C=O)C. The product is [CH3:3][N:2]([CH3:1])[CH2:4][C:5]1([C:11]2[CH:16]=[CH:15][C:14]([O:17][CH2:19][CH2:20][CH2:21][N:22]3[CH2:27][CH2:26][S:25][CH2:24][CH2:23]3)=[CH:13][CH:12]=2)[CH2:6][CH2:7][O:8][CH2:9][CH2:10]1. The yield is 0.200. (4) The product is [CH3:30][C:31]1([NH:35][C:7]([C:6]2[C:11]([NH:10][C:9]([C:12]3[N:13]([C:19]4[C:24]([Cl:25])=[CH:23][CH:22]=[CH:21][N:20]=4)[N:14]=[C:15]([O:17][CH3:18])[CH:16]=3)=[O:8])=[C:2]([Cl:1])[CH:3]=[C:4]3[C:5]=2[NH:27][N:28]=[CH:29]3)=[O:26])[CH2:34][S:33][CH2:32]1. The reactants are [Cl:1][C:2]1[CH:3]=[C:4]2[CH:29]=[N:28][NH:27][C:5]2=[C:6]2[C:11]=1[N:10]=[C:9]([C:12]1[N:13]([C:19]3[C:24]([Cl:25])=[CH:23][CH:22]=[CH:21][N:20]=3)[N:14]=[C:15]([O:17][CH3:18])[CH:16]=1)[O:8][C:7]2=[O:26].[CH3:30][C:31]1([NH2:35])[CH2:34][S:33][CH2:32]1. The catalyst is CN(C)C=O. The yield is 0.440. (5) The reactants are [F:1][C:2]1[CH:3]=[C:4]([NH:24][C:25](=[O:38])[CH2:26][C:27]([NH:29][C:30]2[CH:35]=[CH:34][CH:33]=[CH:32][C:31]=2[O:36][CH3:37])=[O:28])[CH:5]=[CH:6][C:7]=1[O:8][C:9]1[CH:14]=[CH:13][N:12]=[C:11]2[CH:15]=[C:16](C3N(C)C=CN=3)[S:17][C:10]=12.FC1C=C(N)C=CC=1OC1C=CN=C2C=C([C:56]3[N:60]([CH3:61])[CH:59]=[N:58][CH:57]=3)SC=12. No catalyst specified. The product is [F:1][C:2]1[CH:3]=[C:4]([NH:24][C:25](=[O:38])[CH2:26][C:27]([NH:29][C:30]2[CH:35]=[CH:34][CH:33]=[CH:32][C:31]=2[O:36][CH3:37])=[O:28])[CH:5]=[CH:6][C:7]=1[O:8][C:9]1[CH:14]=[CH:13][N:12]=[C:11]2[CH:15]=[C:16]([C:56]3[N:60]([CH3:61])[CH:59]=[N:58][CH:57]=3)[S:17][C:10]=12. The yield is 0.240. (6) The reactants are [Cl:1][C:2]1[N:7]=[C:6]([C:8]2[CH:13]=[CH:12][CH:11]=[C:10]([O:14][CH3:15])[CH:9]=2)[C:5]([CH2:16][C:17](N2C3C=CC=CC=3N=N2)=[O:18])=[CH:4][CH:3]=1.[Cl-].[Cl-].[Cl-].[Al+3]. The catalyst is ClC(Cl)C. The product is [Cl:1][C:2]1[CH:3]=[CH:4][C:5]2[C:6](=[C:8]3[CH:9]=[C:10]([O:14][CH3:15])[CH:11]=[CH:12][C:13]3=[C:17]([OH:18])[CH:16]=2)[N:7]=1. The yield is 0.900. (7) The reactants are [CH3:1][C:2]([CH3:5])([O-])[CH3:3].[K+].O=C1C[N:10]([C:12]([O:14][CH2:15][C:16]2[CH:21]=[CH:20][CH:19]=[CH:18][CH:17]=2)=[O:13])C1. The catalyst is [Br-].C[P+](C1C=CC=CC=1)(C1C=CC=CC=1)C1C=CC=CC=1.C(OCC)C. The product is [CH2:1]=[C:2]1[CH2:5][N:10]([C:12]([O:14][CH2:15][C:16]2[CH:21]=[CH:20][CH:19]=[CH:18][CH:17]=2)=[O:13])[CH2:3]1. The yield is 0.750.